From a dataset of Full USPTO retrosynthesis dataset with 1.9M reactions from patents (1976-2016). Predict the reactants needed to synthesize the given product. (1) Given the product [CH3:1][C:2]1([C:11]([OH:13])=[O:12])[CH2:3][CH2:4][CH:5]([C:8]([N:18]2[CH2:23][CH2:22][CH:21]([C:24]3[CH:25]=[CH:26][C:27]([NH:30][C:31]([C:33]4[N:34]=[C:35]([C:42]5[CH:47]=[CH:46][CH:45]=[CH:44][CH:43]=5)[O:36][C:37]=4[C:38]([F:39])([F:40])[F:41])=[O:32])=[CH:28][CH:29]=3)[CH2:20][CH2:19]2)=[O:10])[CH2:6][CH2:7]1, predict the reactants needed to synthesize it. The reactants are: [CH3:1][C:2]1([C:11]([OH:13])=[O:12])[CH2:7][CH2:6][CH:5]([C:8]([OH:10])=O)[CH2:4][CH2:3]1.C(Cl)(Cl)=O.[NH:18]1[CH2:23][CH2:22][CH:21]([C:24]2[CH:29]=[CH:28][C:27]([NH:30][C:31]([C:33]3[N:34]=[C:35]([C:42]4[CH:47]=[CH:46][CH:45]=[CH:44][CH:43]=4)[O:36][C:37]=3[C:38]([F:41])([F:40])[F:39])=[O:32])=[CH:26][CH:25]=2)[CH2:20][CH2:19]1.C(N(CC)CC)C. (2) Given the product [CH2:3]([NH:10][CH2:11][CH2:12][C:13]1[CH:14]=[CH:15][C:16]([O:17][C:18]2[CH:25]=[CH:24][C:21]([C:33](=[O:36])[CH3:1])=[CH:20][CH:19]=2)=[CH:26][CH:27]=1)[C:4]1[CH:5]=[CH:6][CH:7]=[CH:8][CH:9]=1, predict the reactants needed to synthesize it. The reactants are: [CH3:1][Li].[CH2:3]([NH:10][CH2:11][CH2:12][C:13]1[CH:27]=[CH:26][C:16]([O:17][C:18]2[CH:25]=[CH:24][C:21](C#N)=[CH:20][CH:19]=2)=[CH:15][CH:14]=1)[C:4]1[CH:9]=[CH:8][CH:7]=[CH:6][CH:5]=1.S(=O)(=O)(O)O.[C:33](=[O:36])(O)[O-].[Na+]. (3) Given the product [C:1]([O:5][C:6]([N:8]1[CH2:13][CH2:12][N:11]([C:14]2[N:19]=[C:18]3[NH:20][C:21]([C:23]([C:25]4[CH:30]=[CH:29][N:28]=[C:27]([C:42]5[C:41]([CH3:54])=[N:40][N:39]([C:37]([O:36][C:32]([CH3:34])([CH3:33])[CH3:35])=[O:38])[C:43]=5[CH3:44])[CH:26]=4)=[O:24])=[N:22][C:17]3=[CH:16][CH:15]=2)[CH2:10][CH2:9]1)=[O:7])([CH3:4])([CH3:3])[CH3:2], predict the reactants needed to synthesize it. The reactants are: [C:1]([O:5][C:6]([N:8]1[CH2:13][CH2:12][N:11]([C:14]2[N:19]=[C:18]3[NH:20][C:21]([C:23]([C:25]4[CH:30]=[CH:29][N:28]=[C:27](Br)[CH:26]=4)=[O:24])=[N:22][C:17]3=[CH:16][CH:15]=2)[CH2:10][CH2:9]1)=[O:7])([CH3:4])([CH3:3])[CH3:2].[C:32]([O:36][C:37]([N:39]1[C:43]([CH3:44])=[C:42](B2OC(C)(C)C(C)(C)O2)[C:41]([CH3:54])=[N:40]1)=[O:38])([CH3:35])([CH3:34])[CH3:33].[O-]P([O-])([O-])=O.[K+].[K+].[K+].O1CCOCC1. (4) The reactants are: [H-].[Na+].[F:3][C:4]1[CH:9]=[CH:8][C:7]([NH:10][C:11](=[O:13])[CH3:12])=[CH:6][C:5]=1[N+:14]([O-:16])=[O:15].I[CH3:18]. Given the product [F:3][C:4]1[CH:9]=[CH:8][C:7]([N:10]([CH3:18])[C:11](=[O:13])[CH3:12])=[CH:6][C:5]=1[N+:14]([O-:16])=[O:15], predict the reactants needed to synthesize it. (5) Given the product [OH:33][C:32]1[C:31]([CH2:21][CH2:16][CH:17]([CH3:22])[CH3:18])=[C:30]([OH:34])[C:29]([CH2:10][CH2:9][CH:4]([CH3:3])[CH3:5])([CH2:23][CH2:24][CH:26]([CH3:32])[CH3:27])[C:27](=[O:28])[C:26]=1[C:24](=[O:25])[CH2:23][CH2:22][C:17]1[CH:18]=[CH:19][CH:20]=[CH:21][C:16]=1[O:15][CH3:14], predict the reactants needed to synthesize it. The reactants are: CO[C:3]1C=CC=[CH:5][C:4]=1[CH2:9][CH2:10]C(O)=O.[CH3:14][O:15][C:16]1[CH:21]=[CH:20][CH:19]=[CH:18][C:17]=1[CH2:22][CH2:23][C:24]([C:26]1[C:32]([OH:33])=[CH:31][C:30]([OH:34])=[CH:29][C:27]=1[OH:28])=[O:25]. (6) Given the product [N+:10]([C:9]1[C:4]2[C:3](=[O:14])[NH:18][CH2:15][CH2:16][NH:17][C:5]=2[CH:6]=[CH:7][CH:8]=1)([O-:12])=[O:11], predict the reactants needed to synthesize it. The reactants are: CO[C:3](=[O:14])[C:4]1[C:9]([N+:10]([O-:12])=[O:11])=[CH:8][CH:7]=[CH:6][C:5]=1F.[CH2:15]([NH2:18])[CH2:16][NH2:17].C(N(C(C)C)CC)(C)C.[Cl-].[NH4+]. (7) Given the product [F:1][C:2]1[CH:7]=[CH:6][C:5]([CH:37]2[CH2:36][CH2:35][C:34]3[C:39](=[CH:40][CH:41]=[C:32]([O:31][CH3:30])[CH:33]=3)[CH2:38]2)=[C:4]([N+:9]([O-:11])=[O:10])[CH:3]=1, predict the reactants needed to synthesize it. The reactants are: [F:1][C:2]1[CH:7]=[CH:6][C:5](O)=[C:4]([N+:9]([O-:11])=[O:10])[CH:3]=1.FC(F)(F)S(OC1C=CC(F)=CC=1[N+]([O-])=O)(=O)=O.[CH3:30][O:31][C:32]1[CH:33]=[C:34]2[C:39](=[CH:40][CH:41]=1)[CH:38]=[C:37](B(O)O)[CH:36]=[CH:35]2.C(O)CCO.S([O-])([O-])(=O)=O.[Mg+2].